This data is from Peptide-MHC class II binding affinity with 134,281 pairs from IEDB. The task is: Regression. Given a peptide amino acid sequence and an MHC pseudo amino acid sequence, predict their binding affinity value. This is MHC class II binding data. (1) The binding affinity (normalized) is 0. The MHC is DRB1_0701 with pseudo-sequence DRB1_0701. The peptide sequence is SGPNELGRFKHTD. (2) The MHC is DRB5_0101 with pseudo-sequence DRB5_0101. The binding affinity (normalized) is 0.898. The peptide sequence is VQLIAAVPGKNVVNV. (3) The peptide sequence is GELQIVDKCDAAFKI. The MHC is DRB1_0404 with pseudo-sequence DRB1_0404. The binding affinity (normalized) is 0.349. (4) The peptide sequence is DLPVWLSWQVAKAGL. The MHC is HLA-DQA10102-DQB10501 with pseudo-sequence HLA-DQA10102-DQB10501. The binding affinity (normalized) is 0.659. (5) The peptide sequence is KEPGVSGPMGPRGPPGK. The MHC is HLA-DQA10301-DQB10302 with pseudo-sequence HLA-DQA10301-DQB10302. The binding affinity (normalized) is 0. (6) The peptide sequence is AFILDEDNLFPKV. The MHC is HLA-DQA10501-DQB10201 with pseudo-sequence HLA-DQA10501-DQB10201. The binding affinity (normalized) is 0.771. (7) The peptide sequence is GLTHMMIWHSNLNDT. The MHC is DRB1_1101 with pseudo-sequence DRB1_1101. The binding affinity (normalized) is 0.226. (8) The peptide sequence is AASTAGTTVYGAFAA. The MHC is HLA-DPA10103-DPB10401 with pseudo-sequence HLA-DPA10103-DPB10401. The binding affinity (normalized) is 0.134.